From a dataset of Forward reaction prediction with 1.9M reactions from USPTO patents (1976-2016). Predict the product of the given reaction. (1) Given the reactants [CH2:1]([O:3]/[C:4](=[CH:8]\[C:9]1[CH:14]=[CH:13][C:12]([O:15][CH2:16][CH2:17][C:18]2[N:19]=[C:20]([C:24]3[CH:29]=[CH:28][CH:27]=[CH:26][CH:25]=3)[O:21][C:22]=2[CH3:23])=[CH:11][C:10]=1[CH3:30])/[C:5]([OH:7])=[O:6])[CH3:2], predict the reaction product. The product is: [CH2:1]([O:3][CH:4]([CH2:8][C:9]1[CH:14]=[CH:13][C:12]([O:15][CH2:16][CH2:17][C:18]2[N:19]=[C:20]([C:24]3[CH:25]=[CH:26][CH:27]=[CH:28][CH:29]=3)[O:21][C:22]=2[CH3:23])=[CH:11][C:10]=1[CH3:30])[C:5]([OH:7])=[O:6])[CH3:2]. (2) Given the reactants CC(C[AlH]CC(C)C)C.[F:10][C:11]1[C:19]([C:20]#N)=[CH:18][CH:17]=[C:16]2[C:12]=1[CH:13]=[C:14]([CH3:22])[NH:15]2.C1C[O:26]CC1, predict the reaction product. The product is: [F:10][C:11]1[C:19]([CH:20]=[O:26])=[CH:18][CH:17]=[C:16]2[C:12]=1[CH:13]=[C:14]([CH3:22])[NH:15]2. (3) Given the reactants C(OC(C1CCCCC1=O)=O)C.[H-].[Na+].C(Br)CCCCCCC.C([O:26][C:27]([C:29]1([CH2:36][CH2:37][CH2:38][CH2:39][CH2:40][CH2:41][CH2:42][CH3:43])[CH2:34][CH2:33][CH2:32][CH2:31][C:30]1=[O:35])=O)C.[BH4-].[Li+].OCC1(CCCCCCCC)CCCCC1=O, predict the reaction product. The product is: [OH:26][CH2:27][C:29]1([CH2:36][CH2:37][CH2:38][CH2:39][CH2:40][CH2:41][CH2:42][CH3:43])[CH2:34][CH2:33][CH2:32][CH2:31][CH:30]1[OH:35]. (4) The product is: [F:1][C:2]1[CH:21]=[CH:20][C:5]2[CH2:6][C:7]3[CH:19]=[CH:18][CH:17]=[CH:16][C:8]=3[C@H:9]3[CH2:14][C:13](=[O:15])[CH2:12][O:11][C@H:10]3[C:4]=2[CH:3]=1. Given the reactants [F:1][C:2]1[CH:21]=[CH:20][C:5]2[CH2:6][C:7]3[CH:19]=[CH:18][CH:17]=[CH:16][C:8]=3[C@H:9]3[CH2:14][C@@H:13]([OH:15])[CH2:12][O:11][C@H:10]3[C:4]=2[CH:3]=1.C1C=C[NH+]=CC=1.[O-][Cr](Cl)(=O)=O, predict the reaction product. (5) Given the reactants [CH3:1][C:2]([CH3:17])([CH3:16])[C:3]#[C:4][C:5]1[CH:10]=[C:9]([N+:11]([O-:13])=[O:12])[CH:8]=[C:7]([F:14])[C:6]=1[NH2:15].N1C=CC=CC=1.[C:24](Cl)(=[O:28])[CH2:25][CH2:26][CH3:27], predict the reaction product. The product is: [CH3:1][C:2]([CH3:17])([CH3:16])[C:3]#[C:4][C:5]1[CH:10]=[C:9]([N+:11]([O-:13])=[O:12])[CH:8]=[C:7]([F:14])[C:6]=1[NH:15][C:24](=[O:28])[CH2:25][CH2:26][CH3:27]. (6) Given the reactants [CH:1]([C:3]1[CH:4]=[C:5]([NH:9][C:10](=[O:18])[C:11]2[CH:16]=[C:15]([CH3:17])[CH:14]=[N:13][CH:12]=2)[CH:6]=[CH:7][CH:8]=1)=O.Cl.[CH:20]1([NH:26][C:27]([C:29]2([F:35])[CH2:34][CH2:33][NH:32][CH2:31][CH2:30]2)=[O:28])[CH2:25][CH2:24][CH2:23][CH2:22][CH2:21]1.CCN(C(C)C)C(C)C.C(O[BH-](OC(=O)C)OC(=O)C)(=O)C.[Na+], predict the reaction product. The product is: [CH:20]1([NH:26][C:27]([C:29]2([F:35])[CH2:34][CH2:33][N:32]([CH2:1][C:3]3[CH:4]=[C:5]([NH:9][C:10](=[O:18])[C:11]4[CH:16]=[C:15]([CH3:17])[CH:14]=[N:13][CH:12]=4)[CH:6]=[CH:7][CH:8]=3)[CH2:31][CH2:30]2)=[O:28])[CH2:21][CH2:22][CH2:23][CH2:24][CH2:25]1. (7) Given the reactants [Cl:1][C:2]1[CH:3]=[N:4][C:5]2[C:10]([CH:11]=1)=[CH:9][C:8]([CH2:12]Cl)=[CH:7][C:6]=2[F:14].C[Sn](C)(C)[C:17]1[CH:18]=[C:19]([CH:24]=[CH:25][N:26]=1)[C:20]([O:22][CH3:23])=[O:21], predict the reaction product. The product is: [Cl:1][C:2]1[CH:3]=[N:4][C:5]2[C:10]([CH:11]=1)=[CH:9][C:8]([CH2:12][C:17]1[CH:18]=[C:19]([CH:24]=[CH:25][N:26]=1)[C:20]([O:22][CH3:23])=[O:21])=[CH:7][C:6]=2[F:14]. (8) Given the reactants [Cl:1][C:2]1[CH:3]=[CH:4][C:5]([CH2:16][N:17]2[CH2:22][CH2:21][NH:20][CH2:19][CH2:18]2)=[C:6]([C:8]([N:10]2[CH2:15][CH2:14][O:13][CH2:12][CH2:11]2)=[O:9])[CH:7]=1.[C:23](=O)([O:32]N1C(=O)CCC1=O)[O:24][N:25]1[C:29](=[O:30])[CH2:28][CH2:27][C:26]1=[O:31].C(N(CC)CC)C, predict the reaction product. The product is: [Cl:1][C:2]1[CH:3]=[CH:4][C:5]([CH2:16][N:17]2[CH2:18][CH2:19][N:20]([C:23]([O:24][N:25]3[C:29](=[O:30])[CH2:28][CH2:27][C:26]3=[O:31])=[O:32])[CH2:21][CH2:22]2)=[C:6]([C:8]([N:10]2[CH2:11][CH2:12][O:13][CH2:14][CH2:15]2)=[O:9])[CH:7]=1.